Dataset: Catalyst prediction with 721,799 reactions and 888 catalyst types from USPTO. Task: Predict which catalyst facilitates the given reaction. Reactant: C(OC(=O)[NH:7][CH:8]([C:15]1[CH:20]=[CH:19][CH:18]=[C:17]([O:21][CH2:22][C:23]2[CH:24]=[C:25]([C:29]3[CH:34]=[CH:33][C:32]([CH2:35][CH:36]4[O:40][CH2:39][CH2:38][O:37]4)=[CH:31][CH:30]=3)[CH:26]=[CH:27][CH:28]=2)[CH:16]=1)[C:9]1[CH:14]=[CH:13][CH:12]=[CH:11][CH:10]=1)(C)(C)C.[ClH:42]. Product: [ClH:42].[O:37]1[CH2:38][CH2:39][O:40][CH:36]1[CH2:35][C:32]1[CH:31]=[CH:30][C:29]([C:25]2[CH:26]=[CH:27][CH:28]=[C:23]([CH2:22][O:21][C:17]3[CH:16]=[C:15]([CH:8]([C:9]4[CH:10]=[CH:11][CH:12]=[CH:13][CH:14]=4)[NH2:7])[CH:20]=[CH:19][CH:18]=3)[CH:24]=2)=[CH:34][CH:33]=1. The catalyst class is: 71.